Dataset: Catalyst prediction with 721,799 reactions and 888 catalyst types from USPTO. Task: Predict which catalyst facilitates the given reaction. Reactant: [CH3:1][N:2]([S:24]([C:27]1[S:28][CH:29]=[CH:30][CH:31]=1)(=[O:26])=[O:25])[C:3]1[CH:4]=[CH:5][CH:6]=[C:7]2[C:11]=1[NH:10][C:9]([C:12]([NH:14][NH:15][C:16](=O)[CH2:17][C:18]([O:20][CH2:21][CH3:22])=[O:19])=O)=[CH:8]2.COC1C=CC(P2(SP(C3C=CC(OC)=CC=3)(=S)S2)=[S:41])=CC=1. Product: [CH3:1][N:2]([S:24]([C:27]1[S:28][CH:29]=[CH:30][CH:31]=1)(=[O:26])=[O:25])[C:3]1[CH:4]=[CH:5][CH:6]=[C:7]2[C:11]=1[NH:10][C:9]([C:12]1[S:41][C:16]([CH2:17][C:18]([O:20][CH2:21][CH3:22])=[O:19])=[N:15][N:14]=1)=[CH:8]2. The catalyst class is: 7.